This data is from Full USPTO retrosynthesis dataset with 1.9M reactions from patents (1976-2016). The task is: Predict the reactants needed to synthesize the given product. (1) Given the product [C:29]([C:33]1[CH:34]=[CH:35][C:36]([C:37]([NH:1][CH2:2][C:3]2[CH:8]=[CH:7][C:6]([C:9]3[C:10]4[CH:17]=[C:16]([C:18]5[CH:19]=[N:20][N:21]([CH2:23][CH2:24][N:25]([CH3:26])[CH3:27])[CH:22]=5)[NH:15][C:11]=4[N:12]=[CH:13][N:14]=3)=[CH:5][C:4]=2[F:28])=[O:38])=[CH:40][CH:41]=1)([CH3:32])([CH3:30])[CH3:31], predict the reactants needed to synthesize it. The reactants are: [NH2:1][CH2:2][C:3]1[CH:8]=[CH:7][C:6]([C:9]2[C:10]3[CH:17]=[C:16]([C:18]4[CH:19]=[N:20][N:21]([CH2:23][CH2:24][N:25]([CH3:27])[CH3:26])[CH:22]=4)[NH:15][C:11]=3[N:12]=[CH:13][N:14]=2)=[CH:5][C:4]=1[F:28].[C:29]([C:33]1[CH:41]=[CH:40][C:36]([C:37](O)=[O:38])=[CH:35][CH:34]=1)([CH3:32])([CH3:31])[CH3:30].CN(C(ON1N=NC2C=CC=NC1=2)=[N+](C)C)C.F[P-](F)(F)(F)(F)F.CCN(C(C)C)C(C)C. (2) Given the product [F:332][C:2]1[CH:7]=[CH:6][C:5]([C:8]23[CH2:17][CH:12]4[CH2:13][CH:14]([CH2:16][C:10]([CH:18]([NH:20][CH:21]5[CH2:26][CH2:25][N:24]([CH3:27])[CH2:23][CH2:22]5)[CH3:19])([CH2:11]4)[CH2:9]2)[CH2:15]3)=[CH:4][CH:3]=1, predict the reactants needed to synthesize it. The reactants are: Cl[C:2]1[CH:7]=[CH:6][C:5]([C:8]23[CH2:17][CH:12]4[CH2:13][CH:14]([CH2:16][C:10]([CH:18]([NH:20][CH:21]5[CH2:26][CH2:25][N:24]([CH3:27])[CH2:23][CH2:22]5)[CH3:19])([CH2:11]4)[CH2:9]2)[CH2:15]3)=[CH:4][CH:3]=1.ClC1C=CC(C23CC4CC(CC(C(NN5CCN(C)CC5)C)(C4)C2)C3)=CC=1.C1(C23CC4CC(CC(C(NCC5C=CN=CC=5)C)(C4)C2)C3)C=CC=CC=1.ClC1C=CC(C23CC4CC(CC(C(NCC5C=NC(Cl)=CC=5)C)(C4)C2)C3)=CC=1.ClC1C=CC(C23CC4CC(CC(C(NCCC5C=CN=CC=5)C)(C4)C2)C3)=CC=1.ClC1C=CC(C23CC4CC(CC(C(NCC5NC=NC=5)C)(C4)C2)C3)=CC=1.ClC1C=CC(C23CC4CC(CC(C(NC5C=C6C(=CC=5)NC(C)=C6)C)(C4)C2)C3)=CC=1.ClC1C=CC(C23CC4CC(CC(C(NC5C=CC6N(CC)C7C(C=6C=5)=CC=CC=7)C)(C4)C2)C3)=CC=1.ClC1C=CC(C23CC4CC(CC(C(NCC5C=CC6N(CC)C7C(C=6C=5)=CC=CC=7)C)(C4)C2)C3)=CC=1.ClC1C=CC(C23CC4CC(CC(C(NC(C5C=CC6N(CC)C7C(C=6C=5)=CC=CC=7)=O)C)(C4)C2)C3)=CC=1.ClC1C=CC(C23CC4CC(CC(C(NC(NC5C=CC(Cl)=C(C(F)(F)[F:332])C=5)=O)C)(C4)C2)C3)=CC=1.BrC1C=C(CNC(C23CC4CC(CC(C5C=CC(Cl)=CC=5)(C4)C2)C3)C)SC=1.ClC1C=CC(C23CC4CC(CC(C(NCC5SC=C(C6C=CC=CC=6)C=5)C)(C4)C2)C3)=CC=1. (3) Given the product [F:18][C:19]1[CH:20]=[C:21]([CH:28]=[CH:29][CH:30]=1)[C:22]([C:2]1[CH:10]=[CH:9][C:8]([O:11][CH3:12])=[CH:7][C:3]=1[C:4]([OH:6])=[O:5])=[O:23], predict the reactants needed to synthesize it. The reactants are: Br[C:2]1[CH:10]=[CH:9][C:8]([O:11][CH3:12])=[CH:7][C:3]=1[C:4]([OH:6])=[O:5].[Li]CCCC.[F:18][C:19]1[CH:20]=[C:21]([CH:28]=[CH:29][CH:30]=1)[C:22](N(OC)C)=[O:23].Cl. (4) The reactants are: [C:1]([C:3]1[C:4]([N:18]2[CH2:21][CH:20]([C:22]([OH:24])=O)[CH2:19]2)=[N:5][C:6]([C:14]([F:17])([F:16])[F:15])=[C:7]([C:9]([O:11][CH2:12][CH3:13])=[O:10])[CH:8]=1)#[N:2].[Cl:25][C:26]1[CH:31]=[CH:30][C:29]([CH2:32][S:33]([NH2:36])(=[O:35])=[O:34])=[C:28]([F:37])[CH:27]=1. Given the product [Cl:25][C:26]1[CH:31]=[CH:30][C:29]([CH2:32][S:33]([NH:36][C:22]([CH:20]2[CH2:19][N:18]([C:4]3[C:3]([C:1]#[N:2])=[CH:8][C:7]([C:9]([O:11][CH2:12][CH3:13])=[O:10])=[C:6]([C:14]([F:16])([F:17])[F:15])[N:5]=3)[CH2:21]2)=[O:24])(=[O:35])=[O:34])=[C:28]([F:37])[CH:27]=1, predict the reactants needed to synthesize it. (5) Given the product [CH:23]1([NH:26][C:20]([C:17]2[N:18]=[N:19][C:14]([O:13][CH2:12][C:11]3[C:7]([C:2]4[CH:3]=[CH:4][CH:5]=[CH:6][N:1]=4)=[N:8][O:9][CH:10]=3)=[CH:15][CH:16]=2)=[O:22])[CH2:25][CH2:24]1, predict the reactants needed to synthesize it. The reactants are: [N:1]1[CH:6]=[CH:5][CH:4]=[CH:3][C:2]=1[C:7]1[C:11]([CH2:12][O:13][C:14]2[N:19]=[N:18][C:17]([C:20]([OH:22])=O)=[CH:16][CH:15]=2)=[CH:10][O:9][N:8]=1.[CH:23]1([NH2:26])[CH2:25][CH2:24]1. (6) Given the product [CH3:6][N:7]1[C:15]2[C:10](=[CH:11][CH:12]=[C:13]([S:2]([Cl:1])(=[O:5])=[O:3])[CH:14]=2)[CH2:9][CH2:8]1, predict the reactants needed to synthesize it. The reactants are: [Cl:1][S:2]([OH:5])(=O)=[O:3].[CH3:6][N:7]1[C:15]2[C:10](=[CH:11][CH:12]=[CH:13][CH:14]=2)[CH2:9][CH2:8]1. (7) Given the product [N+:1]([C:4]1[CH:5]=[C:6]([CH:7]=[CH:8][CH:9]=1)[CH2:10][C:11]1[O:12][C:17](=[O:18])[C:16]2[CH:20]=[CH:21][CH:22]=[CH:23][C:15]=2[N:14]=1)([O-:3])=[O:2], predict the reactants needed to synthesize it. The reactants are: [N+:1]([C:4]1[CH:5]=[C:6]([CH2:10][C:11](Cl)=[O:12])[CH:7]=[CH:8][CH:9]=1)([O-:3])=[O:2].[NH2:14][C:15]1[CH:23]=[CH:22][CH:21]=[CH:20][C:16]=1[C:17](O)=[O:18].N1C=CC=CC=1. (8) Given the product [CH2:17]([N:4]1[CH:3]=[C:2]([C:27]2[CH:28]=[N:29][NH:30][CH:31]=2)[C:11]2[C:6](=[CH:7][C:8]([O:14][CH3:15])=[C:9]([O:12][CH3:13])[CH:10]=2)[C:5]1=[O:16])[CH3:18], predict the reactants needed to synthesize it. The reactants are: Br[C:2]1[C:11]2[C:6](=[CH:7][C:8]([O:14][CH3:15])=[C:9]([O:12][CH3:13])[CH:10]=2)[C:5](=[O:16])[N:4]([CH2:17][CH3:18])[CH:3]=1.CC1(C)C(C)(C)OB([C:27]2[CH:28]=[N:29][N:30](C(OC(C)(C)C)=O)[CH:31]=2)O1.O.C(=O)([O-])[O-].[Na+].[Na+].COCCOC. (9) The reactants are: [Br:1][C:2]1[C:11]([O:12]C)=[CH:10][CH:9]=[C:8]2[C:3]=1[CH:4]=[CH:5][C:6]([CH3:14])=[N:7]2. Given the product [BrH:1].[Br:1][C:2]1[C:11]([OH:12])=[CH:10][CH:9]=[C:8]2[C:3]=1[CH:4]=[CH:5][C:6]([CH3:14])=[N:7]2, predict the reactants needed to synthesize it.